This data is from Experimentally validated miRNA-target interactions with 360,000+ pairs, plus equal number of negative samples. The task is: Binary Classification. Given a miRNA mature sequence and a target amino acid sequence, predict their likelihood of interaction. (1) The miRNA is mmu-miR-129-5p with sequence CUUUUUGCGGUCUGGGCUUGC. The protein sequence of the target gene is MNHDFQALALESRGMGELLPTKKFWEPDDSTKDGQKGIFLGDDEWRETAWGTSHHSMSQPIMVQRRSGQSFHGNSEVNAILSPRSESGGLGVSMVEYVLSSSPADKLDSRFRKGTFGTRDAETDGPEKGDQKGKASPFEEDQNRDLKQDDEDSKINGRGLPNGMDADCKDFNRTPGSRQASPTEVVERLGPSTNPPEGLGPLPNPTANKPLVEEFSNPETQNLDAMDQVGLDSLQFDYPGNQVPMDSSGATVGLFDYNSQQQLFQRTSALTVQQLTAAQQQQYALAAAQQPHIAGVFSAG.... Result: 1 (interaction). (2) The miRNA is hsa-miR-6823-3p with sequence UGAGCCUCUCCUUCCCUCCAG. The protein sequence of the target gene is MGCLWGLALPLFFFCWEVGVSGSSAGPSTRRADTAMTTDDTEVPAMTLAPGHAALETQTLSAETSSRASTPAGPIPEAETRGAKRISPARETRSFTKTSPNFMVLIATSVETSAASGSPEGAGMTTVQTITGSDPREAIFDTLCTDDSSEEAKTLTMDILTLAHTSTEAKGLSSESSASSDSPHPVITPSRASESSASSDGPHPVITPSRASESSASSDGPHPVITPSRASESSASSDGPHPVITPSRASESSASSDGPHPVITPSRASESSASSDGPHPVITPSRASESSASSDGPHPV.... Result: 1 (interaction). (3) The miRNA is cel-miR-50-5p with sequence UGAUAUGUCUGGUAUUCUUGGGUU. The protein sequence of the target gene is MFSRAGVAGLSAWTLQPQWIQVRNMATLKDITRRLKSIKNIQKITKSMKMVAAAKYARAERELKPARIYGLGSLALYEKADIKGPEDKKKHLLIGVSSDRGLCGAIHSSIAKQMKSEVATLTAAGKEVMLVGIGDKIRGILYRTHSDQFLVAFKEVGRKPPTFGDASVIALELLNSGYEFDEGSIIFNKFRSVISYKTEEKPIFSLNTVASADSMSIYDDIDADVLQNYQEYNLANIIYYSLKESTTSEQSARMTAMDNASKNASEMIDKLTLTFNRTRQAVITKELIEIISGAAALD. Result: 0 (no interaction). (4) The miRNA is hsa-miR-29a-3p with sequence UAGCACCAUCUGAAAUCGGUUA. The protein sequence of the target gene is MKRMVSWSFHKLKTMKHLLLLLLCVFLVKSQGVNDNEEGFFSARGHRPLDKKREEAPSLRPAPPPISGGGYRARPAKAAATQKKVERKAPDAGGCLHADPDLGVLCPTGCQLQEALLQQERPIRNSVDELNNNVEAVSQTSSSSFQYMYLLKDLWQKRQKQVKDNENVVNEYSSELEKHQLYIDETVNSNIPTNLRVLRSILENLRSKIQKLESDVSAQMEYCRTPCTVSCNIPVVSGKECEEIIRKGGETSEMYLIQPDSSVKPYRVYCDMNTENGGWTVIQNRQDGSVDFGRKWDPYK.... Result: 1 (interaction).